Dataset: Forward reaction prediction with 1.9M reactions from USPTO patents (1976-2016). Task: Predict the product of the given reaction. (1) Given the reactants [CH2:1]([N:8]1[C:13](=[O:14])[C:12]2[C:15]([CH3:18])=[N:16][S:17][C:11]=2[N:10]=[C:9]1[CH2:19][CH:20]([CH3:22])[CH3:21])[C:2]1[CH:7]=[CH:6][CH:5]=[CH:4][CH:3]=1.C([O-])(=O)C.[Na+].[Br:28]Br.CCOC(C)=O, predict the reaction product. The product is: [CH2:1]([N:8]1[C:13](=[O:14])[C:12]2[C:15]([CH3:18])=[N:16][S:17][C:11]=2[N:10]=[C:9]1[CH:19]([Br:28])[CH:20]([CH3:22])[CH3:21])[C:2]1[CH:3]=[CH:4][CH:5]=[CH:6][CH:7]=1. (2) Given the reactants [OH-].[Na+].C[O:4][C:5]([C:7]1[O:8][CH:9]([CH:25]([CH:32]2[CH2:36][O:35][C:34]([CH3:38])([CH3:37])[O:33]2)[O:26][CH2:27][C:28]([O:30]C)=[O:29])[CH:10]([NH:21][C:22](=[O:24])[CH3:23])[CH:11]([O:13][Si:14]([C:17]([CH3:20])([CH3:19])[CH3:18])([CH3:16])[CH3:15])[CH:12]=1)=[O:6], predict the reaction product. The product is: [C:22]([NH:21][CH:10]1[CH:9]([CH:25]([O:26][CH2:27][C:28]([OH:30])=[O:29])[CH:32]2[CH2:36][O:35][C:34]([CH3:37])([CH3:38])[O:33]2)[O:8][C:7]([C:5]([OH:6])=[O:4])=[CH:12][CH:11]1[O:13][Si:14]([C:17]([CH3:20])([CH3:19])[CH3:18])([CH3:15])[CH3:16])(=[O:24])[CH3:23]. (3) Given the reactants Cl[C:2]1[CH:3]=[CH:4][C:5]2[N:6]([C:8]([CH2:11][NH:12][C:13](=[O:19])[O:14][C:15]([CH3:18])([CH3:17])[CH3:16])=[N:9][N:10]=2)[N:7]=1.C1(P(C2CCCCC2)C2C=CC=CC=2C2C=CC=CC=2)CCCCC1.[CH3:45][C:46]1[CH:50]=[C:49]([Sn](C)(C)C)[S:48][N:47]=1, predict the reaction product. The product is: [CH3:45][C:46]1[CH:50]=[C:49]([C:2]2[CH:3]=[CH:4][C:5]3[N:6]([C:8]([CH2:11][NH:12][C:13](=[O:19])[O:14][C:15]([CH3:18])([CH3:17])[CH3:16])=[N:9][N:10]=3)[N:7]=2)[S:48][N:47]=1.